Task: Predict the product of the given reaction.. Dataset: Forward reaction prediction with 1.9M reactions from USPTO patents (1976-2016) (1) The product is: [CH3:1][O:2][C:3](=[O:29])[CH2:4][CH2:5][CH:6]([NH:14][C:15]([C:17]1[CH:18]=[CH:19][C:20]([C:23]2[CH:24]=[CH:25][CH:26]=[CH:27][CH:28]=2)=[CH:21][CH:22]=1)=[O:16])[C:7]([OH:9])=[O:8]. Given the reactants [CH3:1][O:2][C:3](=[O:29])[CH2:4][CH2:5][CH:6]([NH:14][C:15]([C:17]1[CH:22]=[CH:21][C:20]([C:23]2[CH:28]=[CH:27][CH:26]=[CH:25][CH:24]=2)=[CH:19][CH:18]=1)=[O:16])[C:7]([O:9]C(C)(C)C)=[O:8].C(O)(C(F)(F)F)=O, predict the reaction product. (2) Given the reactants I[C:2]1[CH:7]=[CH:6][CH:5]=[CH:4][N:3]=1.[CH2:8]([C:12]1[O:13][C:14]2[C:20]([C:21]([F:24])([F:23])[F:22])=[CH:19][CH:18]=[CH:17][C:15]=2[N:16]=1)[CH2:9][C:10]#[CH:11], predict the reaction product. The product is: [F:24][C:21]([F:22])([F:23])[C:20]1[C:14]2[O:13][C:12]([CH2:8][CH2:9][C:10]#[C:11][C:2]3[CH:7]=[CH:6][CH:5]=[CH:4][N:3]=3)=[N:16][C:15]=2[CH:17]=[CH:18][CH:19]=1.